Dataset: CYP1A2 inhibition data for predicting drug metabolism from PubChem BioAssay. Task: Regression/Classification. Given a drug SMILES string, predict its absorption, distribution, metabolism, or excretion properties. Task type varies by dataset: regression for continuous measurements (e.g., permeability, clearance, half-life) or binary classification for categorical outcomes (e.g., BBB penetration, CYP inhibition). Dataset: cyp1a2_veith. (1) The molecule is CCN[C@@H]1CN(CCCOC)S(=O)(=O)c2sc(S(N)(=O)=O)cc21. The result is 0 (non-inhibitor). (2) The compound is CCOc1cc(/C=C2/C(=O)N(c3ccccc3)N=C2C)ccc1OC(=O)c1cccs1. The result is 1 (inhibitor). (3) The compound is COc1ccc(O)c(/C=N/NC(=O)c2ccc(OCc3cccc(Br)c3)cc2)c1. The result is 1 (inhibitor).